From a dataset of Full USPTO retrosynthesis dataset with 1.9M reactions from patents (1976-2016). Predict the reactants needed to synthesize the given product. Given the product [Cl:28][C:22]1[CH:23]=[C:24]([Cl:27])[CH:25]=[CH:26][C:21]=1[CH2:20][C@H:17]([NH:16][C:9](=[O:10])[O:11][C:12]([CH3:13])([CH3:14])[CH3:15])[CH2:18][OH:19], predict the reactants needed to synthesize it. The reactants are: [C:12]([O:11][C:9](O[C:9]([O:11][C:12]([CH3:15])([CH3:14])[CH3:13])=[O:10])=[O:10])([CH3:15])([CH3:14])[CH3:13].[NH2:16][C@@H:17]([CH2:20][C:21]1[CH:26]=[CH:25][C:24]([Cl:27])=[CH:23][C:22]=1[Cl:28])[CH2:18][OH:19].